From a dataset of Peptide-MHC class II binding affinity with 134,281 pairs from IEDB. Regression. Given a peptide amino acid sequence and an MHC pseudo amino acid sequence, predict their binding affinity value. This is MHC class II binding data. (1) The peptide sequence is PVQRHPRSLFPEFSE. The MHC is DRB1_0301 with pseudo-sequence DRB1_0301. The binding affinity (normalized) is 0.113. (2) The peptide sequence is AFKVAATAANSAPAN. The MHC is HLA-DPA10201-DPB11401 with pseudo-sequence HLA-DPA10201-DPB11401. The binding affinity (normalized) is 0.721. (3) The peptide sequence is LMMLVSVAGRV. The MHC is DRB1_1301 with pseudo-sequence DRB1_1301. The binding affinity (normalized) is 0.756. (4) The peptide sequence is AEDVIPEGWKADTSY. The MHC is DRB1_1602 with pseudo-sequence DRB1_1602. The binding affinity (normalized) is 0.467. (5) The peptide sequence is MADDMERIFKRFDTN. The MHC is HLA-DQA10401-DQB10402 with pseudo-sequence HLA-DQA10401-DQB10402. The binding affinity (normalized) is 0. (6) The peptide sequence is DEPTLLYVLFEVFDV. The binding affinity (normalized) is 0.104. The MHC is HLA-DQA10301-DQB10302 with pseudo-sequence HLA-DQA10301-DQB10302. (7) The peptide sequence is YDKFLANVSTVKTGK. The MHC is DRB3_0202 with pseudo-sequence DRB3_0202. The binding affinity (normalized) is 0.955.